Dataset: Full USPTO retrosynthesis dataset with 1.9M reactions from patents (1976-2016). Task: Predict the reactants needed to synthesize the given product. (1) Given the product [Br:13][CH2:14][CH2:15][CH2:16][NH:17][S:8]([CH2:7][C:1]1[CH:6]=[CH:5][CH:4]=[CH:3][CH:2]=1)(=[O:10])=[O:9], predict the reactants needed to synthesize it. The reactants are: [C:1]1([CH2:7][S:8](Cl)(=[O:10])=[O:9])[CH:6]=[CH:5][CH:4]=[CH:3][CH:2]=1.Br.[Br:13][CH2:14][CH2:15][CH2:16][NH2:17].CCN(CC)CC. (2) The reactants are: C(O[BH-](OC(=O)C)OC(=O)C)(=O)C.[Na+].[C:15]([C:19]1[CH:20]=[C:21]([C:28]2[CH:29]=[N:30][C:31]([C:34]([F:37])([F:36])[F:35])=[CH:32][CH:33]=2)[C:22]([OH:27])=[C:23]([CH:26]=1)[CH:24]=O)([CH3:18])([CH3:17])[CH3:16].[C:38]([N:41]1[CH2:46][CH2:45][NH:44][CH2:43][CH2:42]1)(=[O:40])[CH3:39].C(O)C.[ClH:50]. Given the product [ClH:50].[C:15]([C:19]1[CH:20]=[C:21]([C:28]2[CH:29]=[N:30][C:31]([C:34]([F:37])([F:35])[F:36])=[CH:32][CH:33]=2)[C:22]([OH:27])=[C:23]([CH:26]=1)[CH2:24][N:44]1[CH2:45][CH2:46][N:41]([C:38](=[O:40])[CH3:39])[CH2:42][CH2:43]1)([CH3:18])([CH3:16])[CH3:17], predict the reactants needed to synthesize it. (3) Given the product [CH3:31][CH:2]1[CH2:3][NH:4][C:5]([C:7]2[N:8]=[N:9][C:10]([N:13]3[CH2:18][CH2:17][N:16]([C:19]([C:20]4[CH:25]=[CH:24][CH:23]=[CH:22][C:21]=4[C:26]([F:29])([F:28])[F:27])=[O:30])[CH2:15][CH2:14]3)=[CH:11][CH:12]=2)=[N:1]1, predict the reactants needed to synthesize it. The reactants are: [NH2:1][CH:2]([CH3:31])[CH2:3][NH:4][C:5]([C:7]1[N:8]=[N:9][C:10]([N:13]2[CH2:18][CH2:17][N:16]([C:19](=[O:30])[C:20]3[CH:25]=[CH:24][CH:23]=[CH:22][C:21]=3[C:26]([F:29])([F:28])[F:27])[CH2:15][CH2:14]2)=[CH:11][CH:12]=1)=O. (4) Given the product [Cl:59][C:56]1[CH:57]=[CH:58][C:53]([C:39]2[CH:40]=[C:41]3[CH:47]([C:48]4[O:49][C:65]([CH3:66])=[N:61][N:62]=4)[CH2:46][C:45]([CH3:51])([CH3:52])[O:44][C:42]3=[N:43][C:38]=2[C:33]2[CH:34]=[CH:35][C:36]([Cl:1])=[CH:37][C:32]=2[Cl:31])=[CH:54][CH:55]=1, predict the reactants needed to synthesize it. The reactants are: [Cl:1]C1C=CC(C2C=C3C(C(O)=O)CC(C)(C)OC3=NC=2C2C=CC(Cl)=CC=2Cl)=CC=1.[Cl:31][C:32]1[CH:37]=[CH:36][CH:35]=[CH:34][C:33]=1[C:38]1[N:43]=[C:42]2[O:44][C:45]([CH3:52])([CH3:51])[CH2:46][CH:47]([C:48](O)=[O:49])[C:41]2=[CH:40][C:39]=1[C:53]1[CH:58]=[CH:57][C:56]([Cl:59])=[CH:55][CH:54]=1.O[N:61]1[C:65]2[CH:66]=CC=CC=2N=[N:62]1.O.NN.C(Cl)(=O)C. (5) Given the product [CH3:1][O:2][C:3]1[CH:4]=[C:5]2[C:10](=[CH:11][C:12]=1[O:13][CH3:14])[N:9]=[CH:8][N:7]=[C:6]2[O:15][C:16]1[CH:22]=[CH:21][C:19]([NH:20][C:30]([NH:34][CH2:35][CH2:36][CH2:37][N:38]2[CH2:42][CH2:41][CH2:40][C:39]2=[O:43])=[S:31])=[CH:18][CH:17]=1, predict the reactants needed to synthesize it. The reactants are: [CH3:1][O:2][C:3]1[CH:4]=[C:5]2[C:10](=[CH:11][C:12]=1[O:13][CH3:14])[N:9]=[CH:8][N:7]=[C:6]2[O:15][C:16]1[CH:22]=[CH:21][C:19]([NH2:20])=[CH:18][CH:17]=1.C(N(CC)CC)C.[C:30](Cl)(Cl)=[S:31].[NH2:34][CH2:35][CH2:36][CH2:37][N:38]1[CH2:42][CH2:41][CH2:40][C:39]1=[O:43]. (6) Given the product [Cl:1][C:2]1[CH:3]=[C:4]([CH:8]([OH:25])[CH2:9][O:10][C:11]2[CH:24]=[CH:23][C:14]([CH2:15][CH:16]3[S:20][C:19](=[O:21])[NH:18][C:17]3=[O:22])=[CH:13][CH:12]=2)[CH:5]=[CH:6][CH:7]=1, predict the reactants needed to synthesize it. The reactants are: [Cl:1][C:2]1[CH:3]=[C:4]([CH:8]([OH:25])[CH2:9][O:10][C:11]2[CH:24]=[CH:23][C:14]([CH:15]=[C:16]3[S:20][C:19](=[O:21])[NH:18][C:17]3=[O:22])=[CH:13][CH:12]=2)[CH:5]=[CH:6][CH:7]=1.O.N1C=CC=CC=1C1C=CC=CN=1.[BH4-].[Na+]. (7) Given the product [NH2:17][C:10]1[C:11]2=[N:12][CH:13]=[CH:14][CH:15]=[C:16]2[C:8]([C:4]2[CH:3]=[C:2]([CH:7]=[CH:6][CH:5]=2)[C:32]#[N:33])([C:18]2[CH:23]=[C:22]([CH3:24])[C:21]([O:25][CH:26]([F:27])[F:28])=[C:20]([CH:29]3[CH2:30][CH2:31]3)[CH:19]=2)[N:9]=1, predict the reactants needed to synthesize it. The reactants are: Br[C:2]1[CH:3]=[C:4]([C:8]2([C:18]3[CH:23]=[C:22]([CH3:24])[C:21]([O:25][CH:26]([F:28])[F:27])=[C:20]([CH:29]4[CH2:31][CH2:30]4)[CH:19]=3)[C:16]3[C:11](=[N:12][CH:13]=[CH:14][CH:15]=3)[C:10]([NH2:17])=[N:9]2)[CH:5]=[CH:6][CH:7]=1.[CH3:32][N:33](C=O)C.